Dataset: NCI-60 drug combinations with 297,098 pairs across 59 cell lines. Task: Regression. Given two drug SMILES strings and cell line genomic features, predict the synergy score measuring deviation from expected non-interaction effect. Drug 1: CN1C(=O)N2C=NC(=C2N=N1)C(=O)N. Drug 2: C1=NNC2=C1C(=O)NC=N2. Cell line: ACHN. Synergy scores: CSS=4.82, Synergy_ZIP=-3.04, Synergy_Bliss=-1.13, Synergy_Loewe=-0.120, Synergy_HSA=0.0670.